From a dataset of Reaction yield outcomes from USPTO patents with 853,638 reactions. Predict the reaction yield, written as a fraction of the theoretical maximum amount of product (1.0 means a 100% yield; for example, 0.34 means a 34% yield). The reactants are [C:1]([C:4]1[C:20]([O:21][CH2:22][C@@H:23]([N:28]2[C:36](=[O:37])[C:35]3[C:30](=[CH:31][CH:32]=[CH:33][CH:34]=3)[C:29]2=[O:38])[CH2:24][CH:25]([CH3:27])[CH3:26])=[CH:19][C:7]2[N:8]([CH3:18])[C:9](=[O:17])[C:10]3[C:15]([C:6]=2[CH:5]=1)=[CH:14][CH:13]=[N:12][C:11]=3[CH3:16])(=[O:3])[CH3:2].[CH3:39][Mg]Br. The catalyst is C1COCC1. The product is [OH:3][C:1]([C:4]1[C:20]([O:21][CH2:22][C@@H:23]([N:28]2[C:29](=[O:38])[C:30]3[C:35](=[CH:34][CH:33]=[CH:32][CH:31]=3)[C:36]2=[O:37])[CH2:24][CH:25]([CH3:27])[CH3:26])=[CH:19][C:7]2[N:8]([CH3:18])[C:9](=[O:17])[C:10]3[C:15]([C:6]=2[CH:5]=1)=[CH:14][CH:13]=[N:12][C:11]=3[CH3:16])([CH3:39])[CH3:2]. The yield is 0.350.